From a dataset of Catalyst prediction with 721,799 reactions and 888 catalyst types from USPTO. Predict which catalyst facilitates the given reaction. (1) Reactant: [H-].[Al+3].[Li+].[H-].[H-].[H-].[Cl:7][C:8]1[CH:9]=[CH:10][CH:11]=[C:12]2[C:16]=1[NH:15][CH:14]=[C:13]2[CH:17]1[CH2:22][CH2:21][N:20]([C:23](=O)[CH2:24][C:25]2[CH:30]=[C:29]([NH2:31])[CH:28]=[CH:27][C:26]=2[CH3:32])[CH2:19][CH2:18]1. Product: [Cl:7][C:8]1[CH:9]=[CH:10][CH:11]=[C:12]2[C:16]=1[NH:15][CH:14]=[C:13]2[CH:17]1[CH2:18][CH2:19][N:20]([CH2:23][CH2:24][C:25]2[CH:30]=[C:29]([NH2:31])[CH:28]=[CH:27][C:26]=2[CH3:32])[CH2:21][CH2:22]1. The catalyst class is: 7. (2) Reactant: [CH2:1]([C:3]1[C:12]2[C:7](=[CH:8][C:9]([O:15][CH3:16])=[C:10]([O:13][CH3:14])[CH:11]=2)[CH:6]=[C:5]([OH:17])[N:4]=1)[CH3:2].Cl.Cl[CH2:20][C:21]1[C:22]([NH:36][CH2:37][CH2:38][NH:39][C:40](=[O:42])[CH3:41])=[N:23][C:24]2[C:29]([CH:30]=1)=[CH:28][C:27]([O:31][CH2:32][CH:33]1[CH2:35][CH2:34]1)=[CH:26][CH:25]=2.[Li+].[OH-]. Product: [CH:33]1([CH2:32][O:31][C:27]2[CH:28]=[C:29]3[C:24](=[CH:25][CH:26]=2)[N:23]=[C:22]([NH:36][CH2:37][CH2:38][NH:39][C:40](=[O:42])[CH3:41])[C:21]([CH2:20][C:6]2[C:7]4[C:12](=[CH:11][C:10]([O:13][CH3:14])=[C:9]([O:15][CH3:16])[CH:8]=4)[C:3]([CH2:1][CH3:2])=[N:4][C:5]=2[OH:17])=[CH:30]3)[CH2:34][CH2:35]1. The catalyst class is: 1.